This data is from Forward reaction prediction with 1.9M reactions from USPTO patents (1976-2016). The task is: Predict the product of the given reaction. (1) Given the reactants Cl.[S:2]1[CH:6]=[CH:5][N:4]=[C:3]1[C:7]([NH2:9])=[NH:8].[Cl:10][C:11]1[CH:18]=[C:17]([F:19])[CH:16]=[CH:15][C:12]=1[CH:13]=O.[C:20]1(=O)[CH2:25][CH2:24][CH2:23][C:22](=[O:26])[CH2:21]1.C([O-])(=O)C.[Na+].Cl, predict the reaction product. The product is: [S:2]1[CH:6]=[CH:5][N:4]=[C:3]1[CH:7]1[N:9]=[C:13]([C:12]2[CH:15]=[CH:16][C:17]([F:19])=[CH:18][C:11]=2[Cl:10])[C:21]2[C:22](=[O:26])[CH2:23][CH2:24][CH2:25][C:20]=2[NH:8]1. (2) Given the reactants [F:1][C:2]([F:13])([F:12])[C:3]1[C:8]([C:9](O)=[O:10])=[CH:7][N:6]=[CH:5][CH:4]=1.Cl.[CH3:15][NH:16][O:17][CH3:18].C(N(C(C)C)C(C)C)C.CN(C(ON1N=NC2C=CC=NC1=2)=[N+](C)C)C.F[P-](F)(F)(F)(F)F, predict the reaction product. The product is: [CH3:18][O:17][N:16]([CH3:15])[C:9](=[O:10])[C:8]1[C:3]([C:2]([F:13])([F:12])[F:1])=[CH:4][CH:5]=[N:6][CH:7]=1.